This data is from Forward reaction prediction with 1.9M reactions from USPTO patents (1976-2016). The task is: Predict the product of the given reaction. Given the reactants C([O:3][C:4](=[O:39])[CH2:5][O:6][C:7]1[CH:12]=[CH:11][C:10]([S:13]([N:16]2[CH2:25][C:24]([CH3:27])([CH3:26])[C:23]3[C:18](=[CH:19][C:20]([C:28]4[CH:33]=[CH:32][C:31]([N:34]([CH3:36])[CH3:35])=[CH:30][CH:29]=4)=[CH:21][CH:22]=3)[CH:17]2[CH3:37])(=[O:15])=[O:14])=[CH:9][C:8]=1[CH3:38])C.[OH-].[Na+], predict the reaction product. The product is: [CH3:38][C:8]1[CH:9]=[C:10]([S:13]([N:16]2[CH2:25][C:24]([CH3:27])([CH3:26])[C:23]3[C:18](=[CH:19][C:20]([C:28]4[CH:29]=[CH:30][C:31]([N:34]([CH3:36])[CH3:35])=[CH:32][CH:33]=4)=[CH:21][CH:22]=3)[CH:17]2[CH3:37])(=[O:14])=[O:15])[CH:11]=[CH:12][C:7]=1[O:6][CH2:5][C:4]([OH:39])=[O:3].